This data is from Experimentally validated miRNA-target interactions with 360,000+ pairs, plus equal number of negative samples. The task is: Binary Classification. Given a miRNA mature sequence and a target amino acid sequence, predict their likelihood of interaction. (1) The miRNA is mmu-miR-181b-1-3p with sequence CUCACUGAACAAUGAAUGCAA. The protein sequence of the target gene is MELENQTRVTKFILVGFPGSLSMRAAMFLIFLVAYILTVAENVIIILLVLQNRPLHKPMYFFLANLSFLETWYISVTVPKLLFSFWSVNNSISFTLCMIQLYFFIALMCTECVLLAAMAYDRYVAICRPLHYPTIMSHGLCFRLALGSWAIGFGISLAKIYFISCLSFCGPNVINHFFCDISPVLNLSCTDMSITELVDFILALVIFLFPLFITVLSYGCILATILCMPTGKQKAFSTCASHLVVVTIFYSAIIFMYARPRVIHAFNMNKIISIFYAIVTPSLNPFIYCLRNREVKEALK.... Result: 0 (no interaction). (2) Result: 1 (interaction). The protein sequence of the target gene is MSWGTELWDQFDNLEKHTQWGIDILEKYIKFVKERTEIELSYAKQLRNLSKKYQPKKNSKEEEEYKYTSCKAFISNLNEMNDYAGQHEVISENMASQIIVDLARYVQELKQERKSNFHDGRKAQQHIETCWKQLESSKRRFERDCKEADRAQQYFEKMDADINVTKADVEKARQQAQIRHQMAEDSKADYSSILQKFNHEQHEYYHTHIPNIFQKIQEMEERRIVRMGESMKTYAEVDRQVIPIIGKCLDGIVKAAESIDQKNDSQLVIEAYKSGFEPPGDIEFEDYTQPMKRTVSDNSL.... The miRNA is hsa-miR-371b-5p with sequence ACUCAAAAGAUGGCGGCACUUU. (3) The miRNA is cel-miR-1-3p with sequence UGGAAUGUAAAGAAGUAUGUA. The protein sequence of the target gene is MQLEIKVALNFIISYLYNKLPRRRADLFGEELERLLRKKYEGHWYPEKPLKGSGFRCVHIGEVVDPVVELAAKRSGLAVEDVRANVPEELSVWIDPFEVSYQIGEKGVVKVLYLGDSEASGTPELDKEIKSSFNPDAQVFVPIGSQDSSLSSSPSPSFGQSPSPTFIPRSAQPITFTTASFAATKFGSTKMKKGGGASGGVSVGGSGAGGQQPPPQQPRMARSPTKNLLKHKSLSLSMHSLNLIPANPAPQSQLSPNAKEFVYNGGGSPSLFFDGVEGPSTSTTAPFGSGGASTCNSSSF.... Result: 0 (no interaction). (4) The miRNA is hsa-miR-181b-5p with sequence AACAUUCAUUGCUGUCGGUGGGU. The protein sequence of the target gene is MWVLGIAATFCGLFLLPGFALQIQCYQCEEFQLNNDCSSPEFIVNCTVNVQDMCQKEVMEQSAGIMYRKSCASSAACLIASAGYQSFCSPGKLNSVCISCCNTPLCNGPRPKKRGSSASALRPGLRTTILFLKLALFSAHC. Result: 0 (no interaction). (5) The miRNA is hsa-miR-6851-3p with sequence UGGCCCUUUGUACCCCUCCAG. The protein sequence of the target gene is MACLGLRRYKAQLQLPSRTWPFVALLTLLFIPVFSEAIQVTQPSVVLASSHGVASFPCEYSPSHNTDEVRVTVLRQTNDQMTEVCATTFTEKNTVGFLDYPFCSGTFNESRVNLTIQGLRAVDTGLYLCKVELMYPPPYFVGMGNGTQIYVIDPEPCPDSDFLLWILVAVSLGLFFYSFLVSAVSLSKMLKKRSPLTTGVYVKMPPTEPECEKQFQPYFIPIN. Result: 0 (no interaction). (6) The miRNA is mmu-miR-1946a with sequence AGCCGGGCAGUGGUGGCACACACUUUU. The protein sequence of the target gene is MMHLRLFCILLAAVSGAEGWGYYGCDEELVGPLYARSLGASSYYSLLTAPRFARLHGISGWSPRIGDPNPWLQIDLMKKHRIRAVATQGSFNSWDWVTRYMLLYGDRVDSWTPFYQRGHNSTFFGNVNESAVVRHDLHFHFTARYIRIVPLAWNPRGKIGLRLGLYGCPYKADILYFDGDDAISYRFPRGVSRSLWDVFAFSFKTEEKDGLLLHAEGAQGDYVTLELEGAHLLLHMSLGSSPIQPRPGHTTVSAGGVLNDQHWHYVRVDRFGRDVNFTLDGYVQRFILNGDFERLNLDTE.... Result: 0 (no interaction). (7) The miRNA is hsa-miR-7112-3p with sequence UGCAUCACAGCCUUUGGCCCUAG. The protein sequence of the target gene is MASGQGPGPPKVGCDESPSPSEQQVAQDTEEVFRSYVFYLHQQEQETQGAAAPANPEMDNLPLEPNSILGQVGRQLALIGDDINRRYDTEFQNLLEQLQPTAGNAYELFTKIASSLFKSGISWGRVVALLGFGYRLALYVYQRGLTGFLGQVTCFLADIILHHYIARWIAQRGGWVAALNFRRDPILTVMVIFGVVLLGQFVVHRFFRS. Result: 0 (no interaction). (8) The miRNA is hsa-miR-526b-3p with sequence GAAAGUGCUUCCUUUUAGAGGC. The protein sequence of the target gene is MSGASSSEQNNNSYETKTPNLRMSEKKCSWASYMTNSPTLIVMIGLPARGKTYVSKKLTRYLNWIGVPTKVFNLGVYRREAVKSYKSYDFFRHDNEEAMKIRKQCALVALEDVKAYLTEENGQIAVFDATNTTRERRDMILNFAEQNSFKVFFVESVCDDPDVIAANILEVKVSSPDYPERNRENVMEDFLKRIECYKVTYRPLDPDNYDKDLSFIKVINVGQRFLVNRVQDYIQSKIVYYLMNIHVQPRTIYLCRHGESEFNLLGKIGGDSGLSVRGKQFAQALRKFLEEQEITDLKVW.... Result: 1 (interaction). (9) The miRNA is hsa-miR-8083 with sequence CAGGACUUGACGGCUGCAACU. The protein sequence of the target gene is MARTAPVEPPLRHSAPPSPAAGEPRTSVEAAVAPRRVLFADEALGLPLAQLRRYRPWGGPGAGKMAAAAGQDGGGGGGADEDDDGEDGDEGEEEEEACPEPSPLCPVPAGGGFYLVPTFSLPPAPGRLERLGRVMVELEALLPPPGAVPGGAGVWVPGGRPPVLRGLVRVLNRSFEKAVHVRASHDGWASFCDHPARYVPRSPPWAGAGGTGAGDPILDPGLGLGPGQASASSPDDGGRTDRFAFQLPFAEGAGDGARLDFVVRYETPEGTFWANNHGRNYTVLLRIAPAPTPTDAEGLP.... Result: 0 (no interaction). (10) The miRNA is hsa-miR-2682-5p with sequence CAGGCAGUGACUGUUCAGACGUC. The protein sequence of the target gene is MAAGRLPSARAVLAPLFLGLALLSVGPAPARALHNVTAELFGAEAWGTLAAFGDLNSDKQTDLFVLRERNDLIVFLADQSAPYFKPKVKVSLKTLSALVTSVVPGDYDGDSQMDVLLTYFPQNHTNSELGAVIFWGQNQTLDPKNMTILNRTFHDQPLIMDFNGDLIPDVFGITNESSQPQILLGGDLSWHPALTTKSKMRDPHSHAFIDLTEDFTADLFLTTLTASNAFQFEIWENLGGNFSIHSVFEKPKNLVVVGQSAFADFDGDGHMDHLLPGCEDKDCQKSAIYLMRSGTGQWVP.... Result: 0 (no interaction).